Predict the reactants needed to synthesize the given product. From a dataset of Full USPTO retrosynthesis dataset with 1.9M reactions from patents (1976-2016). (1) Given the product [N+:14]([C:17]1[CH:23]=[CH:22][C:20]([NH:21][C:6]2[C:7]3[C:12](=[CH:11][CH:10]=[CH:9][CH:8]=3)[NH:4][CH:5]=2)=[CH:19][CH:18]=1)([O-:16])=[O:15], predict the reactants needed to synthesize it. The reactants are: C([N:4]1[C:12]2[C:7](=[CH:8][CH:9]=[CH:10][CH:11]=2)[C:6](O)=[CH:5]1)(=O)C.[N+:14]([C:17]1[CH:23]=[CH:22][C:20]([NH2:21])=[CH:19][CH:18]=1)([O-:16])=[O:15]. (2) Given the product [CH2:1]([O:3][C:4]12[CH2:11][O:10][CH2:9][CH:8]1[S:7][C:6](=[NH:12])[N:5]2[CH2:14][CH2:15][O:16][CH3:17])[CH3:2], predict the reactants needed to synthesize it. The reactants are: [CH2:1]([O:3][C:4]12[CH2:11][O:10][CH2:9][CH:8]1[S:7][C:6]([NH2:12])=[N:5]2)[CH3:2].Br[CH2:14][CH2:15][O:16][CH3:17]. (3) Given the product [CH:22]1([CH2:25][C:26]([NH:2][NH:1][C:3]2[N:4]=[N:5][CH:6]=[C:7]([N:10]3[CH2:15][CH2:14][CH:13]([C:16]4[CH:21]=[CH:20][CH:19]=[CH:18][CH:17]=4)[CH2:12][CH2:11]3)[C:8]=2[CH3:9])=[O:27])[CH2:24][CH2:23]1, predict the reactants needed to synthesize it. The reactants are: [NH:1]([C:3]1[N:4]=[N:5][CH:6]=[C:7]([N:10]2[CH2:15][CH2:14][CH:13]([C:16]3[CH:21]=[CH:20][CH:19]=[CH:18][CH:17]=3)[CH2:12][CH2:11]2)[C:8]=1[CH3:9])[NH2:2].[CH:22]1([CH2:25][C:26](Cl)=[O:27])[CH2:24][CH2:23]1. (4) Given the product [ClH:1].[Cl:1][C:2]1[CH:3]=[C:4]([C:21]2[CH:26]=[CH:25][CH:24]=[CH:23][C:22]=2[C:27]([N:62]2[CH2:63][CH2:64][N:59]([CH3:58])[CH2:60][CH2:61]2)=[O:28])[CH:5]=[CH:6][C:7]=1[CH2:8][CH:9]1[CH2:13][CH2:12][N:11]([CH:14]2[CH2:15][CH2:16][CH2:17][CH2:18][CH2:19]2)[C:10]1=[O:20], predict the reactants needed to synthesize it. The reactants are: [Cl:1][C:2]1[CH:3]=[C:4]([C:21]2[C:22]([C:27](O)=[O:28])=[CH:23][CH:24]=[CH:25][CH:26]=2)[CH:5]=[CH:6][C:7]=1[CH2:8][CH:9]1[CH2:13][CH2:12][N:11]([CH:14]2[CH2:19][CH2:18][CH2:17][CH2:16][CH2:15]2)[C:10]1=[O:20].CCN=C=NCCCN(C)C.C1C=CC2N(O)N=NC=2C=1.C(N(CC)CC)C.[CH3:58][N:59]1[CH2:64][CH2:63][NH:62][CH2:61][CH2:60]1. (5) Given the product [NH2:5][C:6]1[C:15]2[C:10](=[CH:11][C:12]([CH2:16][N:17]3[CH2:22][CH2:21][N:20]([CH2:3][C:2]#[CH:1])[CH2:19][C:18]3=[O:23])=[CH:13][CH:14]=2)[N:9]=[CH:8][N:7]=1, predict the reactants needed to synthesize it. The reactants are: [CH2:1](Br)[C:2]#[CH:3].[NH2:5][C:6]1[C:15]2[C:10](=[CH:11][C:12]([CH2:16][N:17]3[CH2:22][CH2:21][NH:20][CH2:19][C:18]3=[O:23])=[CH:13][CH:14]=2)[N:9]=[CH:8][N:7]=1.C([O-])([O-])=O.[K+].[K+]. (6) Given the product [C:26]([O:30][C:31](=[O:32])[NH:1][CH:2]([C:4]1[CH:11]=[C:10]([Cl:12])[C:7]([C:8]#[N:9])=[C:6]([Br:13])[C:5]=1[O:14][CH2:15][CH3:16])[CH3:3])([CH3:29])([CH3:28])[CH3:27], predict the reactants needed to synthesize it. The reactants are: [NH2:1][CH:2]([C:4]1[CH:11]=[C:10]([Cl:12])[C:7]([C:8]#[N:9])=[C:6]([Br:13])[C:5]=1[O:14][CH2:15][CH3:16])[CH3:3].CCN(C(C)C)C(C)C.[C:26]([O:30][C:31](O[C:31]([O:30][C:26]([CH3:29])([CH3:28])[CH3:27])=[O:32])=[O:32])([CH3:29])([CH3:28])[CH3:27]. (7) Given the product [CH2:34]([O:33][C:31]1[C:30](=[O:36])[NH:29][CH:28]=[C:27]([C:24]2[CH:25]=[CH:26][C:21]([CH2:20][C:19]([NH:18][C:15]3[CH:16]=[CH:17][C:12]([CH2:11][C:10]([CH3:52])([CH3:53])[CH2:9][OH:8])=[C:13]([C:48]([F:50])([F:51])[F:49])[CH:14]=3)=[O:47])=[CH:22][C:23]=2[F:46])[CH:32]=1)[CH3:35], predict the reactants needed to synthesize it. The reactants are: [Si]([O:8][CH2:9][C:10]([CH3:53])([CH3:52])[CH2:11][C:12]1[CH:17]=[CH:16][C:15]([NH:18][C:19](=[O:47])[CH2:20][C:21]2[CH:26]=[CH:25][C:24]([C:27]3[CH:28]=[N:29][C:30]([O:36]CC4C=CC(OC)=CC=4)=[C:31]([O:33][CH2:34][CH3:35])[CH:32]=3)=[C:23]([F:46])[CH:22]=2)=[CH:14][C:13]=1[C:48]([F:51])([F:50])[F:49])(C(C)(C)C)(C)C.Cl.